Dataset: Blood-brain barrier penetration binary classification data from Martins et al.. Task: Regression/Classification. Given a drug SMILES string, predict its absorption, distribution, metabolism, or excretion properties. Task type varies by dataset: regression for continuous measurements (e.g., permeability, clearance, half-life) or binary classification for categorical outcomes (e.g., BBB penetration, CYP inhibition). Dataset: bbb_martins. (1) The molecule is CC1=C(C(=O)O)N2C(=O)[C@@H](NC(=O)[C@H](N)c3cccc(NS(C)(=O)=O)c3)[C@H]2SC1. The result is 0 (does not penetrate BBB). (2) The drug is C[C@]12Cc3cn[nH]c3C[C@@H]1CC[C@@H]1[C@@H]2CC[C@@]2(C)[C@H]1CC[C@]2(C)O. The result is 0 (does not penetrate BBB). (3) The molecule is COc1ccc2c(c1)C(N1CCN(C)CC1)=Cc1ccccc1O2. The result is 1 (penetrates BBB). (4) The compound is OC(C1=NCCN1)(c1ccc(Cl)cc1)c1ccccn1. The result is 1 (penetrates BBB). (5) The compound is Fc1ccccc1C1=NCC(=S)N(CC(F)(F)F)c2ccc(Cl)cc21. The result is 1 (penetrates BBB).